This data is from NCI-60 drug combinations with 297,098 pairs across 59 cell lines. The task is: Regression. Given two drug SMILES strings and cell line genomic features, predict the synergy score measuring deviation from expected non-interaction effect. (1) Drug 1: CCC1(CC2CC(C3=C(CCN(C2)C1)C4=CC=CC=C4N3)(C5=C(C=C6C(=C5)C78CCN9C7C(C=CC9)(C(C(C8N6C=O)(C(=O)OC)O)OC(=O)C)CC)OC)C(=O)OC)O.OS(=O)(=O)O. Drug 2: C(CCl)NC(=O)N(CCCl)N=O. Cell line: DU-145. Synergy scores: CSS=7.74, Synergy_ZIP=-2.21, Synergy_Bliss=1.02, Synergy_Loewe=3.46, Synergy_HSA=1.25. (2) Drug 1: CCC(=C(C1=CC=CC=C1)C2=CC=C(C=C2)OCCN(C)C)C3=CC=CC=C3.C(C(=O)O)C(CC(=O)O)(C(=O)O)O. Drug 2: C(CN)CNCCSP(=O)(O)O. Cell line: RXF 393. Synergy scores: CSS=1.37, Synergy_ZIP=-0.185, Synergy_Bliss=4.91, Synergy_Loewe=-4.47, Synergy_HSA=0.841. (3) Drug 1: C1=C(C(=O)NC(=O)N1)N(CCCl)CCCl. Drug 2: C1=NC2=C(N1)C(=S)N=C(N2)N. Cell line: MALME-3M. Synergy scores: CSS=27.1, Synergy_ZIP=-8.94, Synergy_Bliss=1.08, Synergy_Loewe=-3.72, Synergy_HSA=3.31. (4) Cell line: SF-539. Synergy scores: CSS=0.822, Synergy_ZIP=0.376, Synergy_Bliss=0.0236, Synergy_Loewe=-0.616, Synergy_HSA=-1.66. Drug 1: CC1=CC=C(C=C1)C2=CC(=NN2C3=CC=C(C=C3)S(=O)(=O)N)C(F)(F)F. Drug 2: COC1=C2C(=CC3=C1OC=C3)C=CC(=O)O2. (5) Drug 1: C1C(C(OC1N2C=C(C(=O)NC2=O)F)CO)O. Drug 2: CCCCC(=O)OCC(=O)C1(CC(C2=C(C1)C(=C3C(=C2O)C(=O)C4=C(C3=O)C=CC=C4OC)O)OC5CC(C(C(O5)C)O)NC(=O)C(F)(F)F)O. Cell line: EKVX. Synergy scores: CSS=22.6, Synergy_ZIP=-4.09, Synergy_Bliss=-0.0312, Synergy_Loewe=-1.51, Synergy_HSA=-1.95.